From a dataset of Forward reaction prediction with 1.9M reactions from USPTO patents (1976-2016). Predict the product of the given reaction. (1) Given the reactants [O:1]=[C:2]1[C:6]2([CH2:11][CH2:10][N:9]([CH2:12][CH2:13][CH2:14][N:15]3[C:23]4[C:18](=[CH:19][CH:20]=[CH:21][CH:22]=4)[C:17]4([CH2:25][CH2:24]4)[C:16]3=[O:26])[CH2:8][CH2:7]2)[N:5]([C:27]2[CH:32]=[CH:31][CH:30]=[CH:29][CH:28]=2)[CH2:4][N:3]1[CH2:33][C:34]1[CH:35]=[C:36]([CH:44]=[CH:45][CH:46]=1)[C:37]([O:39]C(C)(C)C)=[O:38].C(O)=O.C([O-])=O.[ClH:53], predict the reaction product. The product is: [ClH:53].[O:1]=[C:2]1[C:6]2([CH2:11][CH2:10][N:9]([CH2:12][CH2:13][CH2:14][N:15]3[C:23]4[C:18](=[CH:19][CH:20]=[CH:21][CH:22]=4)[C:17]4([CH2:25][CH2:24]4)[C:16]3=[O:26])[CH2:8][CH2:7]2)[N:5]([C:27]2[CH:28]=[CH:29][CH:30]=[CH:31][CH:32]=2)[CH2:4][N:3]1[CH2:33][C:34]1[CH:35]=[C:36]([CH:44]=[CH:45][CH:46]=1)[C:37]([OH:39])=[O:38]. (2) Given the reactants [N:1]1([S:5]([NH2:8])(=[O:7])=[O:6])[CH2:4][CH2:3][CH2:2]1.C1(P(C2CCCCC2)C2C=CC=CC=2C2C(C(C)C)=CC(C(C)C)=CC=2C(C)C)CCCCC1.C(=O)([O-])[O-].[Cs+].[Cs+].Cl[C:50]1[CH:55]=[C:54]([O:56][C:57]([C@H:60]2[CH2:64][O:63][C:62]([CH3:66])([CH3:65])[O:61]2)([CH3:59])[CH3:58])[N:53]=[C:52]([S:67][CH2:68][C:69]2[CH:74]=[CH:73][CH:72]=[C:71]([F:75])[C:70]=2[F:76])[N:51]=1, predict the reaction product. The product is: [F:76][C:70]1[C:71]([F:75])=[CH:72][CH:73]=[CH:74][C:69]=1[CH2:68][S:67][C:52]1[N:51]=[C:50]([NH:8][S:5]([N:1]2[CH2:4][CH2:3][CH2:2]2)(=[O:7])=[O:6])[CH:55]=[C:54]([O:56][C:57]([C@H:60]2[CH2:64][O:63][C:62]([CH3:66])([CH3:65])[O:61]2)([CH3:59])[CH3:58])[N:53]=1. (3) Given the reactants [OH:1][C:2]1[CH:9]=[C:8]([CH3:10])[CH:7]=[C:6]([CH3:11])[C:3]=1[CH:4]=[O:5].C(N(CC)C(C)C)(C)C.[CH3:21][O:22][CH2:23]Cl.O, predict the reaction product. The product is: [CH3:21][O:22][CH2:23][O:1][C:2]1[CH:9]=[C:8]([CH3:10])[CH:7]=[C:6]([CH3:11])[C:3]=1[CH:4]=[O:5]. (4) Given the reactants C([O:8][C:9]1[CH:14]=[CH:13][N:12]([CH2:15][CH2:16][C:17]([CH3:27])([S:23]([CH3:26])(=[O:25])=[O:24])[C:18]([O:20][CH2:21][CH3:22])=[O:19])[C:11](=[O:28])[CH:10]=1)C1C=CC=CC=1.C1CCCCC=1, predict the reaction product. The product is: [OH:8][C:9]1[CH:14]=[CH:13][N:12]([CH2:15][CH2:16][C:17]([CH3:27])([S:23]([CH3:26])(=[O:25])=[O:24])[C:18]([O:20][CH2:21][CH3:22])=[O:19])[C:11](=[O:28])[CH:10]=1. (5) Given the reactants Cl[C:2]1[N:7]=[C:6]([S:8][C:9]2[CH:14]=[CH:13][C:12]([NH2:15])=[CH:11][CH:10]=2)[CH:5]=[CH:4][N:3]=1.[NH2:16][CH2:17][CH2:18][OH:19], predict the reaction product. The product is: [NH2:15][C:12]1[CH:13]=[CH:14][C:9]([S:8][C:6]2[CH:5]=[CH:4][N:3]=[C:2]([NH:16][CH2:17][CH2:18][OH:19])[N:7]=2)=[CH:10][CH:11]=1. (6) Given the reactants [CH3:1][C:2]1([CH3:15])[NH:7][CH:6]([C:8]2[CH:13]=[CH:12][CH:11]=[CH:10][CH:9]=2)[CH:5]([NH2:14])[CH2:4][CH2:3]1.[CH3:16][O:17][C:18]1[CH:19]=[C:20]2[C:25](=[CH:26][C:27]=1[CH:28]=O)[N:24]([CH3:30])[C:23](=[O:31])[CH2:22][CH2:21]2, predict the reaction product. The product is: [CH3:1][C:2]1([CH3:15])[NH:7][CH:6]([C:8]2[CH:13]=[CH:12][CH:11]=[CH:10][CH:9]=2)[CH:5]([NH:14][CH2:28][C:27]2[CH:26]=[C:25]3[C:20]([CH2:21][CH2:22][C:23](=[O:31])[N:24]3[CH3:30])=[CH:19][C:18]=2[O:17][CH3:16])[CH2:4][CH2:3]1.